This data is from Forward reaction prediction with 1.9M reactions from USPTO patents (1976-2016). The task is: Predict the product of the given reaction. (1) Given the reactants Br[C:2]1[C:3]([Cl:24])=[C:4]([C:8]2[N:12]=[C:11]([C:13]3[CH:14]=[C:15]([Cl:23])[C:16]([O:19][CH:20]([CH3:22])[CH3:21])=[N:17][CH:18]=3)[O:10][N:9]=2)[CH:5]=[CH:6][CH:7]=1.CC1C=CC=CC=1P(C1C=CC=CC=1C)C1C=CC=CC=1C.Br[Zn][CH2:49][CH2:50][C:51]([O:53][CH2:54][CH3:55])=[O:52], predict the reaction product. The product is: [Cl:24][C:3]1[C:4]([C:8]2[N:12]=[C:11]([C:13]3[CH:18]=[N:17][C:16]([O:19][CH:20]([CH3:22])[CH3:21])=[C:15]([Cl:23])[CH:14]=3)[O:10][N:9]=2)=[CH:5][CH:6]=[CH:7][C:2]=1[CH2:49][CH2:50][C:51]([O:53][CH2:54][CH3:55])=[O:52]. (2) Given the reactants [F:1][C:2]1[CH:7]=[C:6]([S:8]([CH3:11])(=[O:10])=[O:9])[C:5]([F:12])=[CH:4][C:3]=1[NH:13][C@H:14]1[CH2:20][CH2:19][CH2:18][CH2:17][N:16]([CH:21]2[CH2:26][CH2:25][NH:24][CH2:23][CH2:22]2)[C:15]1=[O:27].C(=O)([O-])[O-].[K+].[K+].[N:34]#[C:35]Br.[OH-].[Na+], predict the reaction product. The product is: [F:1][C:2]1[CH:7]=[C:6]([S:8]([CH3:11])(=[O:10])=[O:9])[C:5]([F:12])=[CH:4][C:3]=1[NH:13][C@H:14]1[CH2:20][CH2:19][CH2:18][CH2:17][N:16]([CH:21]2[CH2:26][CH2:25][N:24]([C:35]#[N:34])[CH2:23][CH2:22]2)[C:15]1=[O:27]. (3) Given the reactants [OH:1][C@@H:2]([C@H:4]1[C:24](=[O:25])[N:6]2[C:7]([C:21]([O-:23])=[O:22])=[C:8]([S:11]/[CH:12]=[CH:13]\[C:14]3[S:18][CH:17]=[N:16][C:15]=3[CH2:19][OH:20])[C@H:9]([CH3:10])[C@H:5]12)[CH3:3].[Na+].[CH:27]1([O:32][C:33]([O:35][CH:36](I)[CH3:37])=[O:34])[CH2:31][CH2:30][CH2:29][CH2:28]1, predict the reaction product. The product is: [OH:1][C@@H:2]([C@H:4]1[C:24](=[O:25])[N:6]2[C:7]([C:21]([O:23][CH:36]([O:35][C:33]([O:32][CH:27]3[CH2:31][CH2:30][CH2:29][CH2:28]3)=[O:34])[CH3:37])=[O:22])=[C:8]([S:11]/[CH:12]=[CH:13]\[C:14]3[S:18][CH:17]=[N:16][C:15]=3[CH2:19][OH:20])[C@H:9]([CH3:10])[C@H:5]12)[CH3:3]. (4) Given the reactants [CH3:1][C:2]1[C:10]2[CH2:9][O:8][C:7](=[O:11])[C:6]=2[CH:5]=[CH:4][C:3]=1[C:12](=[O:28])[CH2:13][N:14]1[CH2:19][CH2:18][N:17]([C:20]([O:22][C:23]([CH3:26])([CH3:25])[CH3:24])=[O:21])[CH2:16][C:15]1=[O:27].[BH4-].[Na+], predict the reaction product. The product is: [OH:28][CH:12]([C:3]1[CH:4]=[CH:5][C:6]2[C:7](=[O:11])[O:8][CH2:9][C:10]=2[C:2]=1[CH3:1])[CH2:13][N:14]1[CH2:19][CH2:18][N:17]([C:20]([O:22][C:23]([CH3:25])([CH3:26])[CH3:24])=[O:21])[CH2:16][C:15]1=[O:27]. (5) Given the reactants [PH2:1](=[O:3])[OH:2].[CH2:4]=[CH:5][CH2:6][CH2:7][CH2:8][CH2:9][CH2:10][CH3:11], predict the reaction product. The product is: [CH2:4]([P:1]([OH:2])[OH:3])[CH2:5][CH2:6][CH2:7][CH2:8][CH2:9][CH2:10][CH3:11]. (6) Given the reactants [CH3:1][C:2]1[CH:3]=[C:4]([CH:14]([N:16]2[C:24](=[O:25])[C:23]3[CH:22]=[CH:21][N:20]=[C:19]([C:26](O)=[O:27])[C:18]=3[CH2:17]2)[CH3:15])[CH:5]=[N:6][C:7]=1[O:8][CH2:9][C:10]([F:13])([F:12])[F:11].[Cl-].[NH4+].C([N:34](CC)C(C)C)(C)C.CN(C(ON1N=NC2C=CC=CC1=2)=[N+](C)C)C.F[P-](F)(F)(F)(F)F, predict the reaction product. The product is: [CH3:1][C:2]1[CH:3]=[C:4]([CH:14]([N:16]2[C:24](=[O:25])[C:23]3[CH:22]=[CH:21][N:20]=[C:19]([C:26]([NH2:34])=[O:27])[C:18]=3[CH2:17]2)[CH3:15])[CH:5]=[N:6][C:7]=1[O:8][CH2:9][C:10]([F:11])([F:12])[F:13]. (7) The product is: [Br:27][CH2:1][C:2]1[CH:7]=[CH:6][CH:5]=[CH:4][C:3]=1[C:8]1([CH3:9])[O:14][CH2:11][CH2:12][O:10]1. Given the reactants [CH3:1][C:2]1[CH:7]=[CH:6][CH:5]=[CH:4][C:3]=1[C:8](=[O:10])[CH3:9].[CH2:11]([OH:14])[CH2:12]O.O.C1(C)C(S(O)(=O)=O)=CC=CC=1.[Br:27]N1C(=O)CCC1=O.N(C1(C#N)CCCCC1)=NC1(C#N)CCCCC1, predict the reaction product. (8) Given the reactants Cl.C(O[N:5]=[CH:6][C:7]1[CH:8]=[C:9]2[C:13](=[CH:14][CH:15]=1)[NH:12][N:11]=[C:10]2[C:16]1[CH:17]=[C:18]([NH:22][C:23](=[O:29])[CH2:24][C:25]([CH3:28])([CH3:27])[CH3:26])[CH:19]=[CH:20][CH:21]=1)C.[NH2:30][NH:31][C:32](=O)[CH2:33][N:34]([CH3:36])[CH3:35].C[O-].[Na+], predict the reaction product. The product is: [CH3:35][N:34]([CH2:33][C:32]1[NH:31][N:30]=[C:6]([C:7]2[CH:8]=[C:9]3[C:13](=[CH:14][CH:15]=2)[NH:12][N:11]=[C:10]3[C:16]2[CH:17]=[C:18]([NH:22][C:23](=[O:29])[CH2:24][C:25]([CH3:26])([CH3:28])[CH3:27])[CH:19]=[CH:20][CH:21]=2)[N:5]=1)[CH3:36]. (9) Given the reactants [NH2:1][C:2]1[CH:10]=[CH:9][C:5]([C:6]([OH:8])=O)=[CH:4][CH:3]=1.[CH3:11][N:12]([CH3:19])[CH2:13][C:14]([CH3:18])([CH3:17])[CH2:15][NH2:16].CCN(C(C)C)C(C)C.CN(C(ON1N=NC2C=CC=NC1=2)=[N+](C)C)C.F[P-](F)(F)(F)(F)F, predict the reaction product. The product is: [NH2:1][C:2]1[CH:3]=[CH:4][C:5]([C:6]([NH:16][CH2:15][C:14]([CH3:18])([CH3:17])[CH2:13][N:12]([CH3:19])[CH3:11])=[O:8])=[CH:9][CH:10]=1. (10) Given the reactants [C:1]([C:4]1[C:12]2[S:11][CH2:10][CH:9]([C:13]3[CH:18]=[CH:17][C:16]([CH:19]([CH3:21])[CH3:20])=[CH:15][CH:14]=3)[C:8]=2[C:7]([CH3:22])=[C:6]([NH:23][C:24](=[O:30])[CH2:25][C:26]([CH3:29])([CH3:28])[CH3:27])[C:5]=1[CH3:31])(=[O:3])[CH3:2].C(=O)([O-])[OH:33].[Na+].ClC1C=CC=C(C(OO)=O)C=1.S([O-])(O)=O.[Na+], predict the reaction product. The product is: [C:1]([C:4]1[C:12]2[S:11](=[O:33])[CH2:10][CH:9]([C:13]3[CH:18]=[CH:17][C:16]([CH:19]([CH3:20])[CH3:21])=[CH:15][CH:14]=3)[C:8]=2[C:7]([CH3:22])=[C:6]([NH:23][C:24](=[O:30])[CH2:25][C:26]([CH3:29])([CH3:28])[CH3:27])[C:5]=1[CH3:31])(=[O:3])[CH3:2].